From a dataset of Forward reaction prediction with 1.9M reactions from USPTO patents (1976-2016). Predict the product of the given reaction. (1) The product is: [C:2]([O:4][C:5]1[C:10](=[CH:9][CH:8]=[CH:7][CH:6]=1)[C:11]([O-:13])=[O:12])(=[O:3])[CH3:1].[K+:18]. Given the reactants [CH3:1][C:2]([O:4][C:5]1[CH:6]=[CH:7][CH:8]=[CH:9][C:10]=1[C:11]([OH:13])=[O:12])=[O:3].C(=O)(O)[O-].[K+:18].C(O)(=O)CC(CC(O)=O)(C(O)=O)O, predict the reaction product. (2) Given the reactants [NH2:1][C:2]1[CH:3]=[C:4]2[C:8](=[CH:9][CH:10]=1)[CH2:7][CH2:6][CH2:5]2.[F:11][C:12]([F:22])([F:21])[C:13]1[CH:14]=[CH:15][C:16]([CH:19]=[CH2:20])=[N:17][CH:18]=1, predict the reaction product. The product is: [CH2:7]1[C:8]2[C:4](=[CH:3][C:2]([NH:1][CH2:20][CH2:19][C:16]3[CH:15]=[CH:14][C:13]([C:12]([F:22])([F:11])[F:21])=[CH:18][N:17]=3)=[CH:10][CH:9]=2)[CH2:5][CH2:6]1. (3) Given the reactants [N+:1]([C:4]1[CH:9]=[CH:8][C:7]([N:10]2[CH2:14][CH2:13][C@@H:12]([NH:15][C:16](=[O:18])[CH3:17])[CH2:11]2)=[CH:6][CH:5]=1)([O-])=O, predict the reaction product. The product is: [NH2:1][C:4]1[CH:5]=[CH:6][C:7]([N:10]2[CH2:14][CH2:13][C@@H:12]([NH:15][C:16](=[O:18])[CH3:17])[CH2:11]2)=[CH:8][CH:9]=1. (4) Given the reactants [Cl:1][C:2]1[CH:7]=[CH:6][C:5]([CH:8]([CH:10]2[CH2:15][CH2:14][N:13]([CH3:16])[CH2:12][CH2:11]2)O)=[CH:4][CH:3]=1.S(Cl)([Cl:19])=O.[OH-].[Na+], predict the reaction product. The product is: [Cl:19][CH:8]([C:5]1[CH:6]=[CH:7][C:2]([Cl:1])=[CH:3][CH:4]=1)[CH:10]1[CH2:15][CH2:14][N:13]([CH3:16])[CH2:12][CH2:11]1. (5) Given the reactants [NH2:1][C:2]1[CH:9]=[C:8]([Cl:10])[CH:7]=[CH:6][C:3]=1[CH:4]=O.[ClH:11].[NH2:12][NH:13][C:14]([NH:16][NH2:17])=[NH:15], predict the reaction product. The product is: [ClH:10].[NH2:1][C:2]1[CH:9]=[C:8]([Cl:10])[CH:7]=[CH:6][C:3]=1[CH:4]=[N:12][NH:13][C:14]([NH:16][N:17]=[CH:4][C:3]1[CH:6]=[CH:7][C:8]([Cl:11])=[CH:9][C:2]=1[NH2:1])=[NH:15]. (6) Given the reactants F[C:2]1[C:7]([F:8])=[CH:6][CH:5]=[C:4]([F:9])[N:3]=1.[CH3:10][O:11][C:12]1([CH2:18][NH2:19])[CH2:17][CH2:16][O:15][CH2:14][CH2:13]1.C(N(CC)CC)C, predict the reaction product. The product is: [F:8][C:7]1[C:2]([NH:19][CH2:18][C:12]2([O:11][CH3:10])[CH2:17][CH2:16][O:15][CH2:14][CH2:13]2)=[N:3][C:4]([F:9])=[CH:5][CH:6]=1.